Dataset: Catalyst prediction with 721,799 reactions and 888 catalyst types from USPTO. Task: Predict which catalyst facilitates the given reaction. Reactant: [CH3:1][C@H:2]1[CH2:7][N:6]([C:8]([N:10]2[CH2:14][CH2:13][CH2:12][CH2:11]2)=[O:9])[CH2:5][C@H:4]([CH3:15])[N:3]1[C:16]1[O:17][C:18]2[C:19](=[C:21]([C:25]([O:27]C)=[O:26])[CH:22]=[CH:23][CH:24]=2)[N:20]=1.[I-].[Li+]. Product: [CH3:15][C@H:4]1[CH2:5][N:6]([C:8]([N:10]2[CH2:14][CH2:13][CH2:12][CH2:11]2)=[O:9])[CH2:7][C@H:2]([CH3:1])[N:3]1[C:16]1[O:17][C:18]2[C:19](=[C:21]([C:25]([OH:27])=[O:26])[CH:22]=[CH:23][CH:24]=2)[N:20]=1. The catalyst class is: 17.